This data is from Reaction yield outcomes from USPTO patents with 853,638 reactions. The task is: Predict the reaction yield, written as a fraction of the theoretical maximum amount of product (1.0 means a 100% yield; for example, 0.34 means a 34% yield). (1) The reactants are [CH3:1][C:2]1([CH3:16])[C:6]([CH3:8])([CH3:7])[O:5][B:4]([C:9]2[CH:10]=[C:11]([OH:15])[CH:12]=[CH:13][CH:14]=2)[O:3]1.CCN(CC)CC.[N:24]1([C:30](Cl)=[O:31])[CH2:29][CH2:28][O:27][CH2:26][CH2:25]1.O. The catalyst is CN(C1C=CN=CC=1)C.C(Cl)Cl. The product is [N:24]1([C:30]([O:15][C:11]2[CH:12]=[CH:13][CH:14]=[C:9]([B:4]3[O:3][C:2]([CH3:16])([CH3:1])[C:6]([CH3:7])([CH3:8])[O:5]3)[CH:10]=2)=[O:31])[CH2:29][CH2:28][O:27][CH2:26][CH2:25]1. The yield is 0.790. (2) The reactants are [OH:1][C:2]1[CH:7]=[CH:6][CH:5]=[CH:4][C:3]=1[C:8](=[O:17])[CH2:9][C:10]([O:12][C:13]([CH3:16])([CH3:15])[CH3:14])=[O:11].[Cl:18][C:19]1[CH:26]=[CH:25][CH:24]=[CH:23][C:20]=1[CH:21]=O.N1CCCCC1.C(O)(=O)C. No catalyst specified. The product is [Cl:18][C:19]1[CH:26]=[CH:25][CH:24]=[CH:23][C:20]=1/[CH:21]=[C:9](\[C:8]([C:3]1[CH:4]=[CH:5][CH:6]=[CH:7][C:2]=1[OH:1])=[O:17])/[C:10]([O:12][C:13]([CH3:14])([CH3:16])[CH3:15])=[O:11]. The yield is 0.200.